Dataset: Peptide-MHC class II binding affinity with 134,281 pairs from IEDB. Task: Regression. Given a peptide amino acid sequence and an MHC pseudo amino acid sequence, predict their binding affinity value. This is MHC class II binding data. The peptide sequence is ITDTTIGTGDDCISI. The MHC is HLA-DQA10201-DQB10202 with pseudo-sequence HLA-DQA10201-DQB10202. The binding affinity (normalized) is 0.221.